Dataset: TCR-epitope binding with 47,182 pairs between 192 epitopes and 23,139 TCRs. Task: Binary Classification. Given a T-cell receptor sequence (or CDR3 region) and an epitope sequence, predict whether binding occurs between them. The epitope is YLNTLTLAV. The TCR CDR3 sequence is CASSLATDTQYF. Result: 1 (the TCR binds to the epitope).